Dataset: Catalyst prediction with 721,799 reactions and 888 catalyst types from USPTO. Task: Predict which catalyst facilitates the given reaction. (1) Reactant: [C:1]([N:5]1[CH:9]=[C:8]([NH:10][C:11]([NH:13][C:14]2[CH:19]=[CH:18][C:17]([CH3:20])=[C:16]([C:21]3[C:32](=[O:33])[N:31]([CH3:34])[C:24]4[N:25]=[C:26](SC)[N:27]=[CH:28][C:23]=4[CH:22]=3)[CH:15]=2)=[O:12])[CH:7]=[N:6]1)([CH3:4])([CH3:3])[CH3:2].[CH3:35][NH2:36]. Product: [C:1]([N:5]1[CH:9]=[C:8]([NH:10][C:11]([NH:13][C:14]2[CH:19]=[CH:18][C:17]([CH3:20])=[C:16]([C:21]3[C:32](=[O:33])[N:31]([CH3:34])[C:24]4[N:25]=[C:26]([NH:36][CH3:35])[N:27]=[CH:28][C:23]=4[CH:22]=3)[CH:15]=2)=[O:12])[CH:7]=[N:6]1)([CH3:4])([CH3:3])[CH3:2]. The catalyst class is: 1. (2) Reactant: [CH:1]([O:4][C:5]1[CH:13]=[CH:12][C:8]([C:9](O)=[O:10])=[CH:7][C:6]=1[O:14][CH3:15])([CH3:3])[CH3:2].S(Cl)([Cl:18])=O. Product: [CH:1]([O:4][C:5]1[CH:13]=[CH:12][C:8]([C:9]([Cl:18])=[O:10])=[CH:7][C:6]=1[O:14][CH3:15])([CH3:3])[CH3:2]. The catalyst class is: 4. (3) Reactant: [F:1][C:2]1[CH:3]=[CH:4][C:5]2[N:9]=[C:8]([C@@H:10]([NH2:13])[CH2:11][CH3:12])[N:7]([C:14]3[CH:19]=[CH:18][CH:17]=[CH:16][N:15]=3)[C:6]=2[CH:20]=1.Cl[C:22]1[N:30]=[CH:29][N:28]=[C:27]2[C:23]=1[N:24]=[CH:25][N:26]2C1CCCCO1.CCN(C(C)C)C(C)C. Product: [F:1][C:2]1[CH:3]=[CH:4][C:5]2[N:9]=[C:8]([C@@H:10]([NH:13][C:22]3[N:30]=[CH:29][N:28]=[C:27]4[C:23]=3[N:24]=[CH:25][NH:26]4)[CH2:11][CH3:12])[N:7]([C:14]3[CH:19]=[CH:18][CH:17]=[CH:16][N:15]=3)[C:6]=2[CH:20]=1. The catalyst class is: 41. (4) Reactant: [F:1][C:2]([F:23])([F:22])[C:3]1([C:9]([N:11]2[CH2:16][CH2:15][CH:14]([C:17](OCC)=[O:18])[CH2:13][CH2:12]2)=O)[CH2:8][CH2:7][CH2:6][CH2:5][CH2:4]1.[H-].[H-].[H-].[H-].[Li+].[Al+3]. Product: [F:23][C:2]([F:1])([F:22])[C:3]1([CH2:9][N:11]2[CH2:12][CH2:13][CH:14]([CH2:17][OH:18])[CH2:15][CH2:16]2)[CH2:4][CH2:5][CH2:6][CH2:7][CH2:8]1. The catalyst class is: 1. (5) Reactant: [CH2:1]([O:7][C:8]1[CH:28]=[CH:27][C:11]([C:12]([C:14]2[CH:19]=[CH:18][C:17]([O:20][CH2:21][CH:22]=[CH:23][CH:24]=[CH:25][CH3:26])=[CH:16][CH:15]=2)=[O:13])=[CH:10][CH:9]=1)[CH:2]=[CH:3][CH:4]=[CH:5][CH3:6].[C:29]1([Mg]Br)[CH:34]=[CH:33][CH:32]=[CH:31][CH:30]=1. Product: [CH2:1]([O:7][C:8]1[CH:28]=[CH:27][C:11]([C:12]([OH:13])([C:29]2[CH:34]=[CH:33][CH:32]=[CH:31][CH:30]=2)[C:14]2[CH:15]=[CH:16][C:17]([O:20][CH2:21][CH:22]=[CH:23][CH:24]=[CH:25][CH3:26])=[CH:18][CH:19]=2)=[CH:10][CH:9]=1)[CH:2]=[CH:3][CH:4]=[CH:5][CH3:6]. The catalyst class is: 1. (6) Product: [F:1][C:2]1[CH:7]=[CH:6][C:5]([O:8][CH2:34][C:35]([O:37][CH:38]([CH3:40])[CH3:39])=[O:36])=[C:4]([CH3:9])[C:3]=1[NH:10][CH2:11][C:12]1[CH:17]=[C:16]([C:18]2[CH:23]=[CH:22][CH:21]=[C:20]([F:24])[CH:19]=2)[CH:15]=[C:14]([CH3:25])[C:13]=1[F:26]. Reactant: [F:1][C:2]1[CH:7]=[CH:6][C:5]([OH:8])=[C:4]([CH3:9])[C:3]=1[NH:10][CH2:11][C:12]1[CH:17]=[C:16]([C:18]2[CH:23]=[CH:22][CH:21]=[C:20]([F:24])[CH:19]=2)[CH:15]=[C:14]([CH3:25])[C:13]=1[F:26].C([O-])([O-])=O.[Cs+].[Cs+].Br[CH2:34][C:35]([O:37][CH:38]([CH3:40])[CH3:39])=[O:36]. The catalyst class is: 131.